The task is: Predict the reactants needed to synthesize the given product.. This data is from Full USPTO retrosynthesis dataset with 1.9M reactions from patents (1976-2016). (1) Given the product [F:31][C:26]1[CH:27]=[CH:28][CH:29]=[C:30]2[C:25]=1[N:24]=[C:23]([CH3:32])[CH:22]=[C:21]2[O:20][CH:17]1[CH2:18][CH2:19][N:14]([CH2:13][C:12]2[CH:11]=[CH:10][C:9]([OH:8])=[CH:34][CH:33]=2)[CH2:15][CH2:16]1, predict the reactants needed to synthesize it. The reactants are: C([O:8][C:9]1[CH:34]=[CH:33][C:12]([CH2:13][N:14]2[CH2:19][CH2:18][CH:17]([O:20][C:21]3[C:30]4[C:25](=[C:26]([F:31])[CH:27]=[CH:28][CH:29]=4)[N:24]=[C:23]([CH3:32])[CH:22]=3)[CH2:16][CH2:15]2)=[CH:11][CH:10]=1)C1C=CC=CC=1. (2) Given the product [CH3:7][C:5]([O:8][C:9]([NH:11][CH2:12][CH2:13][C@H:14]([NH:19][C:20]([C:22]1[C:31]([NH:32][C:33]([NH:35][C:36]2[C:41]([CH3:42])=[CH:40][C:39]([CH3:43])=[CH:38][C:37]=2[CH3:44])=[O:34])=[CH:30][C:29]2[C:24](=[CH:25][CH:26]=[CH:27][CH:28]=2)[CH:23]=1)=[O:21])[C:15]([OH:17])=[O:16])=[O:10])([CH3:4])[CH3:6], predict the reactants needed to synthesize it. The reactants are: O.[OH-].[Li+].[CH3:4][C:5]([O:8][C:9]([NH:11][CH2:12][CH2:13][C@H:14]([NH:19][C:20]([C:22]1[C:31]([NH:32][C:33]([NH:35][C:36]2[C:41]([CH3:42])=[CH:40][C:39]([CH3:43])=[CH:38][C:37]=2[CH3:44])=[O:34])=[CH:30][C:29]2[C:24](=[CH:25][CH:26]=[CH:27][CH:28]=2)[CH:23]=1)=[O:21])[C:15]([O:17]C)=[O:16])=[O:10])([CH3:7])[CH3:6].O.Cl. (3) The reactants are: C[O:2][C:3](=O)[CH2:4][C:5]1[N:6]=[C:7]([C:11]2[CH:16]=[CH:15][CH:14]=[CH:13][CH:12]=2)[O:8][C:9]=1[CH3:10].[H-].[H-].[H-].[H-].[Li+].[Al+3].[OH-].[Na+].[O-]S([O-])(=O)=O.[Mg+2]. Given the product [CH3:10][C:9]1[O:8][C:7]([C:11]2[CH:16]=[CH:15][CH:14]=[CH:13][CH:12]=2)=[N:6][C:5]=1[CH2:4][CH2:3][OH:2], predict the reactants needed to synthesize it. (4) Given the product [Cl:16][C:12]1[CH:11]=[C:10]([NH:9][C:5]2[N:6]=[CH:7][N:8]=[C:3]([NH:20][CH2:19][CH2:17][OH:18])[CH:4]=2)[CH:15]=[CH:14][CH:13]=1, predict the reactants needed to synthesize it. The reactants are: Cl.Cl[C:3]1[N:8]=[CH:7][N:6]=[C:5]([NH:9][C:10]2[CH:15]=[CH:14][CH:13]=[C:12]([Cl:16])[CH:11]=2)[CH:4]=1.[CH2:17]([CH2:19][NH2:20])[OH:18].CCN(C(C)C)C(C)C. (5) Given the product [CH2:19]([N:18]([CH2:13][CH2:14][CH2:15][CH2:16][CH3:17])[C:1](=[O:12])/[CH:2]=[CH:3]/[CH2:4][CH2:5][CH2:6][CH2:7][CH2:8][CH2:9][CH3:10])[CH2:20][CH2:21][CH2:22][CH3:23], predict the reactants needed to synthesize it. The reactants are: [C:1]([OH:12])(=O)/[CH:2]=[CH:3]/[CH2:4][CH2:5][CH2:6][CH2:7][CH2:8][CH2:9][CH3:10].[CH2:13]([NH:18][CH2:19][CH2:20][CH2:21][CH2:22][CH3:23])[CH2:14][CH2:15][CH2:16][CH3:17].